The task is: Predict the reactants needed to synthesize the given product.. This data is from Full USPTO retrosynthesis dataset with 1.9M reactions from patents (1976-2016). (1) Given the product [C:98]1([O:97][P:95]([O:35][C@@H:34]2[C@@H:33]([CH2:36][O:37][C:65]([O:67][C:68]([CH3:74])([CH3:73])[C:69]([Cl:72])([Cl:71])[Cl:70])=[O:66])[O:32][C@@H:24]([O:25][CH2:26][CH2:27][Si:28]([CH3:29])([CH3:31])[CH3:30])[C@H:23]([NH:38][C:39]([O:41][CH2:42][C:43]([Cl:45])([Cl:46])[Cl:44])=[O:40])[C@H:22]2[O:21][C:19](=[O:20])[CH2:18][C@H:17]([O:16][C:1](=[O:15])[CH2:2][CH2:3][CH2:4][CH2:5][CH2:6][CH2:7][CH2:8][CH2:9][CH2:10][CH2:11][CH2:12][CH2:13][CH3:14])[CH2:47][CH2:48][CH2:49][CH2:50][CH2:51][CH2:52][CH2:53][CH2:54][CH2:55][CH2:56][CH3:57])([O:104][C:105]2[CH:110]=[CH:109][CH:108]=[CH:107][CH:106]=2)=[O:96])[CH:99]=[CH:100][CH:101]=[CH:102][CH:103]=1, predict the reactants needed to synthesize it. The reactants are: [C:1]([O:16][C@H:17]([CH2:47][CH2:48][CH2:49][CH2:50][CH2:51][CH2:52][CH2:53][CH2:54][CH2:55][CH2:56][CH3:57])[CH2:18][C:19]([O:21][C@H:22]1[C@H:34]([OH:35])[C@@H:33]([CH2:36][OH:37])[O:32][C@@H:24]([O:25][CH2:26][CH2:27][Si:28]([CH3:31])([CH3:30])[CH3:29])[C@@H:23]1[NH:38][C:39]([O:41][CH2:42][C:43]([Cl:46])([Cl:45])[Cl:44])=[O:40])=[O:20])(=[O:15])[CH2:2][CH2:3][CH2:4][CH2:5][CH2:6][CH2:7][CH2:8][CH2:9][CH2:10][CH2:11][CH2:12][CH2:13][CH3:14].N1C=CC=CC=1.Cl[C:65]([O:67][C:68]([CH3:74])([CH3:73])[C:69]([Cl:72])([Cl:71])[Cl:70])=[O:66].N1(C2C=CN=CC=2)CCCC1.C(N(CC)C(C)C)(C)C.[P:95](Cl)([O:104][C:105]1[CH:110]=[CH:109][CH:108]=[CH:107][CH:106]=1)([O:97][C:98]1[CH:103]=[CH:102][CH:101]=[CH:100][CH:99]=1)=[O:96]. (2) Given the product [OH:64][CH2:65][CH:66]([CH3:87])[C@@H:67]1[C@:84]2([CH3:85])[C@H:70]([C@H:71]3[C@H:81]([CH2:82][CH2:83]2)[C@:79]2([CH3:80])[C:74](=[CH:75][C:76](=[O:86])[CH2:77][CH2:78]2)[CH2:73][CH2:72]3)[CH2:69][CH2:68]1, predict the reactants needed to synthesize it. The reactants are: C[C@]12CC[C@H]3[C@@H](CCC4[C@]3(C)CCC(=O)C=4)[C@@H]1CCC2=O.C[C@]12CC[C@H]3C(CCC4[C@]3(C)CCC(=O)C4)=C1C=CC2=O.C[C@@]12[C@@H](O)CC[C@H]1[C@@H]1CCC3[C@@](C)([C@H]1CC2)CCC(=O)C=3.[OH:64][CH2:65][CH:66]([CH3:87])[C@@H:67]1[C@:84]2([CH3:85])[C@H:70]([C@H:71]3[C@H:81]([CH2:82][CH2:83]2)[C@:79]2([CH3:80])[C:74](=[CH:75][C:76](=[O:86])[CH:77]=[CH:78]2)[CH2:73][CH2:72]3)[CH2:69][CH2:68]1.CC(CCC[C@H]([C@@H]1[C@]2(C)[C@H]([C@H]3[C@H](CC2)[C@]2(C)C(C[C@H](CC2)O)=CC3)CC1)C)C.